This data is from Reaction yield outcomes from USPTO patents with 853,638 reactions. The task is: Predict the reaction yield, written as a fraction of the theoretical maximum amount of product (1.0 means a 100% yield; for example, 0.34 means a 34% yield). (1) The reactants are [N:1]1([CH:7]2[CH2:12][CH2:11][CH:10]([O:13][C:14]3[C:25]4[C:24]5[C@@H:23]([CH2:26][CH2:27][OH:28])[CH2:22][CH2:21][C:20]=5[S:19][C:18]=4[N:17]=[CH:16][N:15]=3)[CH2:9][CH2:8]2)[CH2:6][CH2:5][O:4][CH2:3][CH2:2]1.CC(OI1(OC(C)=O)(OC(C)=O)OC(=O)C2C=CC=CC1=2)=O. The catalyst is ClCCl. The product is [N:1]1([CH:7]2[CH2:8][CH2:9][CH:10]([O:13][C:14]3[C:25]4[C:24]5[C@@H:23]([CH2:26][CH:27]=[O:28])[CH2:22][CH2:21][C:20]=5[S:19][C:18]=4[N:17]=[CH:16][N:15]=3)[CH2:11][CH2:12]2)[CH2:2][CH2:3][O:4][CH2:5][CH2:6]1. The yield is 0.750. (2) The yield is 0.0810. The product is [Cl:1][C:2]1[CH:3]=[CH:4][C:5]([OH:11])=[C:6]([CH:10]=1)[C:7]([NH:17][C:16]1[CH:18]=[C:19]([C:22]([F:25])([F:24])[F:23])[CH:20]=[CH:21][C:15]=1[N+:12]([O-:14])=[O:13])=[O:9]. The reactants are [Cl:1][C:2]1[CH:10]=[C:6]([C:7]([OH:9])=O)[C:5]([OH:11])=[CH:4][CH:3]=1.[N+:12]([C:15]1[CH:21]=[CH:20][C:19]([C:22]([F:25])([F:24])[F:23])=[CH:18][C:16]=1[NH2:17])([O-:14])=[O:13]. No catalyst specified. (3) The reactants are Br[C:2]1[CH:27]=[CH:26][C:5]([O:6][CH:7]2[CH2:11][CH2:10][N:9]([CH:12]3[CH2:17][CH2:16][N:15]([C:18]([O:20][C:21]([CH3:24])([CH3:23])[CH3:22])=[O:19])[CH2:14][CH2:13]3)[C:8]2=[O:25])=[C:4]([F:28])[CH:3]=1.C(N(C(C)C)C(C)C)C.[CH2:38]([SH:40])[CH3:39]. The catalyst is O1CCOCC1.C1C=CC(/C=C/C(/C=C/C2C=CC=CC=2)=O)=CC=1.C1C=CC(/C=C/C(/C=C/C2C=CC=CC=2)=O)=CC=1.C1C=CC(/C=C/C(/C=C/C2C=CC=CC=2)=O)=CC=1.[Pd].[Pd].CC1(C)C2C(=C(P(C3C=CC=CC=3)C3C=CC=CC=3)C=CC=2)OC2C(P(C3C=CC=CC=3)C3C=CC=CC=3)=CC=CC1=2. The product is [CH2:38]([S:40][C:2]1[CH:27]=[CH:26][C:5]([O:6][CH:7]2[CH2:11][CH2:10][N:9]([CH:12]3[CH2:17][CH2:16][N:15]([C:18]([O:20][C:21]([CH3:24])([CH3:23])[CH3:22])=[O:19])[CH2:14][CH2:13]3)[C:8]2=[O:25])=[C:4]([F:28])[CH:3]=1)[CH3:39]. The yield is 0.773. (4) The reactants are [F:1][CH:2]([F:14])[O:3][C:4]1[N:9]=[C:8]2[S:10][C:11]([NH2:13])=[N:12][C:7]2=[CH:6][CH:5]=1.[N:15]1([C:20](N2C=CN=C2)=[S:21])[CH:19]=[CH:18][N:17]=[CH:16]1. The catalyst is C(#N)C. The product is [F:14][CH:2]([F:1])[O:3][C:4]1[N:9]=[C:8]2[S:10][C:11]([NH:13][C:20]([N:15]3[CH:19]=[CH:18][N:17]=[CH:16]3)=[S:21])=[N:12][C:7]2=[CH:6][CH:5]=1. The yield is 0.510. (5) The reactants are [NH2:1][C@H:2]([C:6]([OH:8])=[O:7])[CH:3]([CH3:5])[CH3:4].[OH-].[Na+].[C:11]1([CH2:17][C:18](Cl)=[O:19])[CH:16]=[CH:15][CH:14]=[CH:13][CH:12]=1. No catalyst specified. The product is [C:11]1([CH2:17][C:18]([NH:1][C@H:2]([C:6]([OH:8])=[O:7])[CH:3]([CH3:5])[CH3:4])=[O:19])[CH:16]=[CH:15][CH:14]=[CH:13][CH:12]=1. The yield is 0.690. (6) The reactants are C([NH:4][C:5]1[CH:10]=[CH:9][CH:8]=[C:7]([C:11]([OH:13])=[O:12])[N:6]=1)(=O)C.Cl. The catalyst is [OH-].[Na+]. The product is [NH2:4][C:5]1[CH:10]=[CH:9][CH:8]=[C:7]([C:11]([OH:13])=[O:12])[N:6]=1. The yield is 0.760. (7) The reactants are [CH3:1][C@:2]12[C@@:19]3([CH3:20])[C@@H:10]([C@:11]4([CH3:33])[C@@H:16]([CH2:17][CH2:18]3)[C:15]([CH3:22])([CH3:21])[C:14]([C:23]3[CH:32]=[CH:31][C:26]([C:27]([O:29]C)=[O:28])=[CH:25][CH:24]=3)=[CH:13][CH2:12]4)[CH2:9][CH2:8][C@@H:7]1[C@H:6]1[C@H:34]([C:37]([CH3:39])=[CH2:38])[CH2:35][CH2:36][C@:5]1([NH:40][CH2:41][CH2:42][NH:43][C:44]1[N:45]=[N:46][CH:47]=[CH:48][CH:49]=1)[CH2:4][CH2:3]2.O.[OH-].[Li+].C1COCC1.C(O)(C(F)(F)F)=O. The catalyst is O.CO. The product is [CH3:1][C@:2]12[C@@:19]3([CH3:20])[C@@H:10]([C@:11]4([CH3:33])[C@@H:16]([CH2:17][CH2:18]3)[C:15]([CH3:21])([CH3:22])[C:14]([C:23]3[CH:24]=[CH:25][C:26]([C:27]([OH:29])=[O:28])=[CH:31][CH:32]=3)=[CH:13][CH2:12]4)[CH2:9][CH2:8][C@@H:7]1[C@H:6]1[C@H:34]([C:37]([CH3:39])=[CH2:38])[CH2:35][CH2:36][C@:5]1([NH:40][CH2:41][CH2:42][NH:43][C:44]1[N:45]=[N:46][CH:47]=[CH:48][CH:49]=1)[CH2:4][CH2:3]2. The yield is 1.00. (8) The reactants are [CH3:1][C:2]1[CH:6]=[C:5]([C:7]2[C:8](=[O:25])[NH:9][C:10]3[C:15]([C:16]=2[C:17]2[CH:22]=[CH:21][CH:20]=[CH:19][CH:18]=2)=[CH:14]C(C=C)=[CH:12][CH:11]=3)[O:4][N:3]=1.S([O-])([O-])=[O:27].[Na+].[Na+].[C:32]([OH:36])([CH3:35])([CH3:34])C. No catalyst specified. The product is [OH:36][CH:32]([C:35]1[CH:14]=[C:15]2[C:10](=[CH:11][CH:12]=1)[NH:9][C:8](=[O:25])[C:7]([C:5]1[O:4][N:3]=[C:2]([CH3:1])[CH:6]=1)=[C:16]2[C:17]1[CH:22]=[CH:21][CH:20]=[CH:19][CH:18]=1)[CH2:34][OH:27]. The yield is 1.00.